From a dataset of Catalyst prediction with 721,799 reactions and 888 catalyst types from USPTO. Predict which catalyst facilitates the given reaction. (1) Reactant: [Na].[Cl:2][C:3]1[N:8]=[C:7](Cl)[C:6]([F:10])=[CH:5][N:4]=1.[CH3:11][OH:12]. Product: [Cl:2][C:3]1[N:8]=[C:7]([O:12][CH3:11])[C:6]([F:10])=[CH:5][N:4]=1. The catalyst class is: 6. (2) Reactant: [CH2:1]([O:8][C:9]1[CH:14]=[CH:13][C:12]([CH2:15][C:16]#[N:17])=[CH:11][CH:10]=1)[C:2]1[CH:7]=[CH:6][CH:5]=[CH:4][CH:3]=1.CO.[OH-].[Na+].[C:22]1(=[O:28])[CH2:27][CH2:26][CH2:25][CH2:24][CH2:23]1. Product: [C:16]([CH:15]([C:12]1[CH:11]=[CH:10][C:9]([O:8][CH2:1][C:2]2[CH:3]=[CH:4][CH:5]=[CH:6][CH:7]=2)=[CH:14][CH:13]=1)[C:22]1([OH:28])[CH2:27][CH2:26][CH2:25][CH2:24][CH2:23]1)#[N:17]. The catalyst class is: 81. (3) Reactant: [OH-].[Na+].[C:3]([CH:5]([C:19]1[CH:24]=[CH:23][CH:22]=[C:21]([F:25])[CH:20]=1)[CH:6]([C:12]1[CH:17]=[CH:16][C:15]([F:18])=[CH:14][CH:13]=1)[CH2:7][C:8]([O:10]C)=[O:9])#[N:4]. Product: [C:3]([CH:5]([C:19]1[CH:24]=[CH:23][CH:22]=[C:21]([F:25])[CH:20]=1)[CH:6]([C:12]1[CH:17]=[CH:16][C:15]([F:18])=[CH:14][CH:13]=1)[CH2:7][C:8]([OH:10])=[O:9])#[N:4]. The catalyst class is: 5.